This data is from Catalyst prediction with 721,799 reactions and 888 catalyst types from USPTO. The task is: Predict which catalyst facilitates the given reaction. Reactant: Cl[C:2]1[N:7]=[C:6]2[N:8](C3CCCCO3)[N:9]=[CH:10][C:5]2=[C:4]([O:17][CH:18]2[CH2:23][CH2:22][CH:21]([OH:24])[CH2:20][CH2:19]2)[N:3]=1.CC1(C)C(C)(C)OB([C:33]2[CH:38]=[CH:37][C:36]([NH2:39])=[CH:35][CH:34]=2)O1.C(=O)([O-])[O-].[Cs+].[Cs+].CCCCC(COC(CC(S([O-])(=O)=O)C(OCC(CCCC)CC)=O)=O)CC.[Na+]. Product: [NH2:39][C:36]1[CH:37]=[CH:38][C:33]([C:2]2[N:7]=[C:6]3[NH:8][N:9]=[CH:10][C:5]3=[C:4]([O:17][CH:18]3[CH2:19][CH2:20][CH:21]([OH:24])[CH2:22][CH2:23]3)[N:3]=2)=[CH:34][CH:35]=1. The catalyst class is: 6.